Dataset: Full USPTO retrosynthesis dataset with 1.9M reactions from patents (1976-2016). Task: Predict the reactants needed to synthesize the given product. (1) Given the product [CH2:1]([O:3][C:4]1[C:26]([CH2:27][CH3:28])=[CH:25][C:7]2[NH:8][C:9]([C:11]3[C:15]([NH2:16])=[CH:14][N:13]([CH:19]4[CH2:24][CH2:23][CH2:22][CH2:21][O:20]4)[N:12]=3)=[N:10][C:6]=2[CH:5]=1)[CH3:2], predict the reactants needed to synthesize it. The reactants are: [CH2:1]([O:3][C:4]1[C:26]([CH2:27][CH3:28])=[CH:25][C:7]2[NH:8][C:9]([C:11]3[C:15]([N+:16]([O-])=O)=[CH:14][N:13]([CH:19]4[CH2:24][CH2:23][CH2:22][CH2:21][O:20]4)[N:12]=3)=[N:10][C:6]=2[CH:5]=1)[CH3:2]. (2) Given the product [Si:63]([O:62][C@@H:61]1[C@@H:60]([CH2:51][O:52][Si:53]([C:56]([CH3:57])([CH3:59])[CH3:58])([CH3:54])[CH3:55])[O:70][C@@H:49]([N:48]2[C:71]3[N:72]=[CH:73][N:74]=[C:44]([O:43][CH:4]([CH3:6])[CH3:5])[C:45]=3[N:46]=[CH:47]2)[CH2:50]1)([C:66]([CH3:67])([CH3:69])[CH3:68])([CH3:64])[CH3:65], predict the reactants needed to synthesize it. The reactants are: [Si](O[C@@H]1[C@@H](CO[Si](C(C)(C)C)(C)C)O[C@@H](N2C3N=CN=C(OC)C=3N=C2)C1)([C:4](C)([CH3:6])[CH3:5])(C)C.N1([O:43][C:44]2[C:45]3[N:46]=[CH:47][N:48]([C:71]=3[N:72]=[CH:73][N:74]=2)[C@@H:49]2[O:70][C@H:60]([CH2:61][O:62][Si:63]([C:66]([CH3:69])([CH3:68])[CH3:67])([CH3:65])[CH3:64])[C@@H:51]([O:52][Si:53]([C:56]([CH3:59])([CH3:58])[CH3:57])([CH3:55])[CH3:54])[CH2:50]2)C2C=CC=CC=2N=N1.C([O-])([O-])=O.[Cs+].[Cs+]. (3) Given the product [C:1]([O:5][C:6]([N:8]1[CH2:9][CH2:10][CH:11]([CH2:14][CH2:28][O:31][S:24]([CH3:23])(=[O:26])=[O:25])[CH2:12][CH2:13]1)=[O:7])([CH3:2])([CH3:3])[CH3:4], predict the reactants needed to synthesize it. The reactants are: [C:1]([O:5][C:6]([N:8]1[CH2:13][CH2:12][CH:11]([CH2:14]O)[CH2:10][CH2:9]1)=[O:7])([CH3:4])([CH3:3])[CH3:2].C(N(CC)CC)C.[CH3:23][S:24](Cl)(=[O:26])=[O:25].[C:28](=[O:31])([O-])O.[Na+]. (4) Given the product [CH2:18]([O:17][C:15](=[O:16])[C:14]([C:12]#[N:13])=[C:9]([C:3]1[CH:4]=[CH:5][CH:6]=[C:7]([Cl:8])[C:2]=1[Cl:1])[CH3:10])[CH3:19], predict the reactants needed to synthesize it. The reactants are: [Cl:1][C:2]1[C:7]([Cl:8])=[CH:6][CH:5]=[CH:4][C:3]=1[C:9](=O)[CH3:10].[C:12]([CH2:14][C:15]([O:17][CH2:18][CH3:19])=[O:16])#[N:13].C([O-])(=O)C.[NH4+]. (5) Given the product [CH:13]([C@H:12]1[CH2:11][O:10][C:9](=[O:16])[N:8]1[C:6]1[CH:5]=[CH:4][N:3]=[C:2]([NH:33][C@@H:31]([C:29]2[CH:28]=[N:27][N:26]([C:23]3[CH:24]=[CH:25][C:20]([O:19][CH3:18])=[CH:21][CH:22]=3)[CH:30]=2)[CH3:32])[N:7]=1)([CH3:15])[CH3:14].[CH:13]([C@H:12]1[CH2:11][O:10][C:9](=[O:16])[N:8]1[C:6]1[CH:5]=[CH:4][N:3]=[C:2]([NH:33][C@H:31]([C:29]2[CH:28]=[N:27][N:26]([C:23]3[CH:24]=[CH:25][C:20]([O:19][CH3:18])=[CH:21][CH:22]=3)[CH:30]=2)[CH3:32])[N:7]=1)([CH3:15])[CH3:14], predict the reactants needed to synthesize it. The reactants are: Cl[C:2]1[N:7]=[C:6]([N:8]2[C@@H:12]([CH:13]([CH3:15])[CH3:14])[CH2:11][O:10][C:9]2=[O:16])[CH:5]=[CH:4][N:3]=1.Cl.[CH3:18][O:19][C:20]1[CH:25]=[CH:24][C:23]([N:26]2[CH:30]=[C:29]([CH:31]([NH2:33])[CH3:32])[CH:28]=[N:27]2)=[CH:22][CH:21]=1.CCN(C(C)C)C(C)C. (6) Given the product [CH3:8][C:7]1[C:2]([C:20]2[CH:21]=[C:16]([CH:17]=[CH:18][CH:19]=2)[C:14]([O:13][C:9]([CH3:11])([CH3:12])[CH3:10])=[O:15])=[N:3][CH:4]=[CH:5][CH:6]=1, predict the reactants needed to synthesize it. The reactants are: Br[C:2]1[C:7]([CH3:8])=[CH:6][CH:5]=[CH:4][N:3]=1.[C:9]([O:13][C:14]([C:16]1[CH:17]=[C:18](B(O)O)[CH:19]=[CH:20][CH:21]=1)=[O:15])([CH3:12])([CH3:11])[CH3:10].C(=O)([O-])[O-].[K+].[K+]. (7) Given the product [Cl:1][C:2]1[CH:3]=[CH:4][C:5]([CH2:6][C:7]23[CH2:19][CH2:18][C:17](=[O:20])[C:16]([C:21]4[CH:26]=[CH:25][C:24]([O:27][CH2:58][CH2:57][N:51]5[CH2:56][CH2:55][CH2:54][CH2:53][CH2:52]5)=[CH:23][CH:22]=4)=[C:15]2[C:14]2[C:9](=[CH:10][C:11]([O:28][CH3:29])=[CH:12][CH:13]=2)[CH2:8]3)=[CH:30][CH:31]=1, predict the reactants needed to synthesize it. The reactants are: [Cl:1][C:2]1[CH:31]=[CH:30][C:5]([CH2:6][C:7]23[CH2:19][CH2:18][C:17](=[O:20])[C:16]([C:21]4[CH:26]=[CH:25][C:24]([OH:27])=[CH:23][CH:22]=4)=[C:15]2[C:14]2[C:9](=[CH:10][C:11]([O:28][CH3:29])=[CH:12][CH:13]=2)[CH2:8]3)=[CH:4][CH:3]=1.C1(P(C2C=CC=CC=2)C2C=CC=CC=2)C=CC=CC=1.[N:51]1([CH2:57][CH2:58]O)[CH2:56][CH2:55][CH2:54][CH2:53][CH2:52]1.C(OC(N=NC(OC(C)C)=O)=O)(C)C. (8) Given the product [Cl:1][C:2]1[N:9]=[C:8]([C:10]([F:13])([F:12])[F:11])[CH:7]=[CH:6][C:3]=1[CH:4]=[O:25], predict the reactants needed to synthesize it. The reactants are: [Cl:1][C:2]1[N:9]=[C:8]([C:10]([F:13])([F:12])[F:11])[CH:7]=[CH:6][C:3]=1[C:4]#N.CC(C[AlH]CC(C)C)C.C(O)(=[O:25])C.